This data is from Full USPTO retrosynthesis dataset with 1.9M reactions from patents (1976-2016). The task is: Predict the reactants needed to synthesize the given product. (1) The reactants are: [NH2:1][C:2]1[C:3]([F:17])=[C:4]([CH:13]=[CH:14][C:15]=1[Cl:16])[CH2:5][NH:6][C:7](=[O:12])[C:8]([CH3:11])([CH3:10])[CH3:9].[N:18]([O-])=O.[Na+]. Given the product [ClH:16].[Cl:16][C:15]1[CH:14]=[CH:13][C:4]([CH2:5][NH:6][C:7](=[O:12])[C:8]([CH3:11])([CH3:10])[CH3:9])=[C:3]([F:17])[C:2]=1[NH:1][NH2:18], predict the reactants needed to synthesize it. (2) Given the product [C:18]([O:17][C:15](/[CH:14]=[CH:13]/[C:10]1[CH:11]=[CH:12][C:7]([C:6]([OH:23])=[O:5])=[CH:8][C:9]=1[CH3:22])=[O:16])([CH3:21])([CH3:20])[CH3:19], predict the reactants needed to synthesize it. The reactants are: O.[OH-].[Li+].C[O:5][C:6](=[O:23])[C:7]1[CH:12]=[CH:11][C:10](/[CH:13]=[CH:14]/[C:15]([O:17][C:18]([CH3:21])([CH3:20])[CH3:19])=[O:16])=[C:9]([CH3:22])[CH:8]=1. (3) Given the product [NH2:25][C:26]1[C:27]([C:36]([NH:49][C@H:48]([C:50]([O:52][CH3:53])=[O:51])[C@@H:47]([CH3:54])[O:46][CH2:45][C:39]2[CH:40]=[CH:41][CH:42]=[CH:43][CH:44]=2)=[O:38])=[CH:28][C:29]2[C:34]([CH:35]=1)=[CH:33][CH:32]=[CH:31][CH:30]=2, predict the reactants needed to synthesize it. The reactants are: CN(C(ON1N=NC2C=CC=NC1=2)=[N+](C)C)C.F[P-](F)(F)(F)(F)F.[NH2:25][C:26]1[C:27]([C:36]([OH:38])=O)=[CH:28][C:29]2[C:34]([CH:35]=1)=[CH:33][CH:32]=[CH:31][CH:30]=2.[C:39]1([CH2:45][O:46][C@@H:47]([CH3:54])[C@@H:48]([C:50]([O:52][CH3:53])=[O:51])[NH2:49])[CH:44]=[CH:43][CH:42]=[CH:41][CH:40]=1.C(N(C(C)C)CC)(C)C. (4) Given the product [CH3:1][C:2]1[C:7]([O:8][CH2:9][C:10]([F:12])([F:11])[F:13])=[CH:6][CH:5]=[N:4][C:3]=1[CH2:14][S+:15]([O-:26])[C:16]1[NH:20][C:19]2[CH:21]=[CH:22][CH:23]=[CH:24][C:18]=2[N:17]=1, predict the reactants needed to synthesize it. The reactants are: [CH3:1][C:2]1[C:3]([CH2:14][S:15][C:16]2[NH:20][C:19]3[CH:21]=[CH:22][CH:23]=[CH:24][C:18]=3[N:17]=2)=[N:4][CH:5]=[CH:6][C:7]=1[O:8][CH2:9][C:10]([F:13])([F:12])[F:11].C(C(C(C(OCC)=O)O)O)(OCC)=[O:26].C(N(C(C)C)CC)(C)C.[O-]O.C1(C(C)C)C=CC=CC=1. (5) Given the product [OH:1][CH2:2][CH2:3][NH:4][C:5]1[C:18]2[C:17](=[O:19])[C:16]3[C:11](=[C:12]([NH:21][CH2:22][CH2:23][OH:24])[CH:13]=[C:14]([S:38][C:32]4[CH:37]=[CH:36][CH:35]=[CH:34][CH:33]=4)[CH:15]=3)[C:10](=[O:25])[C:9]=2[CH:8]=[C:7]([S:38][C:32]2[CH:37]=[CH:36][CH:35]=[CH:34][CH:33]=2)[CH:6]=1, predict the reactants needed to synthesize it. The reactants are: [OH:1][CH2:2][CH2:3][NH:4][C:5]1[C:18]2[C:17](=[O:19])[C:16]3[C:11](=[C:12]([NH:21][CH2:22][CH2:23][OH:24])[CH:13]=[C:14](Br)[CH:15]=3)[C:10](=[O:25])[C:9]=2[CH:8]=[C:7](Br)[CH:6]=1.CN(C)C=O.[C:32]1([S-:38])[CH:37]=[CH:36][CH:35]=[CH:34][CH:33]=1.[Na+]. (6) Given the product [ClH:18].[NH2:7][C:8]([C:11]1[N:15]=[C:14]([NH2:16])[O:13][N:12]=1)([CH3:10])[CH3:9], predict the reactants needed to synthesize it. The reactants are: C(OC(=O)[NH:7][C:8]([C:11]1[N:15]=[C:14]([NH2:16])[O:13][N:12]=1)([CH3:10])[CH3:9])(C)(C)C.[ClH:18].O1CCOCC1. (7) Given the product [CH3:33][O:12][C:10](=[O:11])[CH:1]=[C:2]([C:5]1[CH:26]=[CH:25][C:24]([N:27]2[CH2:32][CH2:31][O:30][CH2:29][CH2:28]2)=[CH:23][CH:22]=1)[CH3:3], predict the reactants needed to synthesize it. The reactants are: [CH3:1][C:2]([CH3:5])([O-])[CH3:3].[K+].CC(P(OC)(O)=O)([C:10]([O-:12])=[O:11])C.CC(C1[CH:26]=[CH:25][C:24]([N:27]2[CH2:32][CH2:31][O:30][CH2:29][CH2:28]2)=[CH:23][CH:22]=1)=O.[CH2:33]1COCC1. (8) Given the product [CH3:1][O:2][C:3]1([C:10]2[CH:15]=[CH:14][C:13]([C:16]([F:17])([F:18])[F:19])=[CH:12][C:11]=2[CH:20]=[O:21])[CH2:9][CH2:8][CH2:7][CH2:6][CH2:5][CH2:4]1, predict the reactants needed to synthesize it. The reactants are: [CH3:1][O:2][C:3]1([C:10]2[CH:15]=[CH:14][C:13]([C:16]([F:19])([F:18])[F:17])=[CH:12][C:11]=2[CH2:20][OH:21])[CH2:9][CH2:8][CH2:7][CH2:6][CH2:5][CH2:4]1.CC(OI1(OC(C)=O)(OC(C)=O)OC(=O)C2C=CC=CC1=2)=O.